This data is from Reaction yield outcomes from USPTO patents with 853,638 reactions. The task is: Predict the reaction yield, written as a fraction of the theoretical maximum amount of product (1.0 means a 100% yield; for example, 0.34 means a 34% yield). (1) The reactants are [NH2:1][C:2]1[C:6]([C:7]([N:9]2[CH2:14][CH2:13][CH:12]([N:15]3[CH2:27][CH2:26][CH2:25][C:17]4([C:21](=[O:22])[O:20][C:19]([CH3:24])([CH3:23])[CH2:18]4)[CH2:16]3)[CH2:11][CH2:10]2)=[O:8])=[CH:5][N:4]([C:28]2[CH:33]=[CH:32][CH:31]=[CH:30][CH:29]=2)[N:3]=1.[CH2:34]([N:36]=[C:37]=[O:38])[CH3:35]. The catalyst is N1C=CC=CC=1. The product is [CH3:24][C:19]1([CH3:23])[CH2:18][C:17]2([CH2:25][CH2:26][CH2:27][N:15]([CH:12]3[CH2:13][CH2:14][N:9]([C:7]([C:6]4[C:2]([NH:1][C:37]([NH:36][CH2:34][CH3:35])=[O:38])=[N:3][N:4]([C:28]5[CH:29]=[CH:30][CH:31]=[CH:32][CH:33]=5)[CH:5]=4)=[O:8])[CH2:10][CH2:11]3)[CH2:16]2)[C:21](=[O:22])[O:20]1. The yield is 0.350. (2) The reactants are Br[C:2]1(Br)[CH2:8][O:7][C:6]2[CH:9]=[CH:10][C:11]([I:13])=[CH:12][C:5]=2[N:4]2[N:14]=[C:15]([C:17]([O:19][CH2:20][CH3:21])=[O:18])[CH:16]=[C:3]12.CC(C)=[O:25]. The catalyst is O.[N+]([O-])([O-])=O.[Ag+]. The product is [I:13][C:11]1[CH:10]=[CH:9][C:6]2[O:7][CH2:8][C:2](=[O:25])[C:3]3[N:4]([N:14]=[C:15]([C:17]([O:19][CH2:20][CH3:21])=[O:18])[CH:16]=3)[C:5]=2[CH:12]=1. The yield is 0.790. (3) The reactants are [Si]([O:18][CH2:19][C@H:20]1[O:25][C@@H:24]([N:26]2[C:38]3[C:37]4[NH:39][C:40]5[CH:41]=[C:42]([F:47])[C:43]([F:46])=[CH:44][C:45]=5[C:36]=4[C:35]4[C:48](=[O:52])[NH:49][C:50](=[O:51])[C:34]=4[C:33]=3[C:32]3[C:27]2=[CH:28][C:29]([F:54])=[C:30]([F:53])[CH:31]=3)[C@H:23]([O:55][CH2:56][C:57]2[CH:62]=[CH:61][CH:60]=[CH:59][CH:58]=2)[C@@:22]([CH3:64])([OH:63])[CH2:21]1)(C(C)(C)C)(C1C=CC=CC=1)C1C=CC=CC=1.[Si](OC[C@H]1O[C@@H](N2C3C4NC5C=C(F)C(F)=CC=5C=4C4C(=O)NC(=O)C=4C=3C3C2=CC(F)=C(F)C=3)[C@H](OCC2C=CC=CC=2)[C@](C)(O)C1)(C(C)(C)C)(C1C=CC=CC=1)C1C=CC=CC=1. The catalyst is CC#N.C(OCC)(=O)C. The product is [CH2:56]([O:55][C@@H:23]1[C@:22]([CH3:64])([OH:63])[CH2:21][C@@H:20]([CH2:19][OH:18])[O:25][C@H:24]1[N:26]1[C:38]2[C:37]3[NH:39][C:40]4[CH:41]=[C:42]([F:47])[C:43]([F:46])=[CH:44][C:45]=4[C:36]=3[C:35]3[C:48](=[O:52])[NH:49][C:50](=[O:51])[C:34]=3[C:33]=2[C:32]2[C:27]1=[CH:28][C:29]([F:54])=[C:30]([F:53])[CH:31]=2)[C:57]1[CH:58]=[CH:59][CH:60]=[CH:61][CH:62]=1. The yield is 0.720. (4) The reactants are [Br:1][C:2]1[C:3]([F:19])=[CH:4][C:5]2[O:14][CH2:13][CH2:12][N:11]3[C:7](=[N:8][C:9]([C:15]([NH2:17])=[O:16])=[CH:10]3)[C:6]=2[CH:18]=1.C1C(=O)N([I:27])C(=O)C1. The catalyst is CS(C)=O. The product is [Br:1][C:2]1[C:3]([F:19])=[CH:4][C:5]2[O:14][CH2:13][CH2:12][N:11]3[C:7](=[N:8][C:9]([C:15]([NH2:17])=[O:16])=[C:10]3[I:27])[C:6]=2[CH:18]=1. The yield is 0.470. (5) The reactants are [CH:1]([C:3]1[CH:4]=[C:5]([CH:35]=[CH:36][CH:37]=1)[CH2:6][N:7]([C@@H:25]1[C:34]2[C:29](=[CH:30][CH:31]=[CH:32][CH:33]=2)[CH2:28][CH2:27][CH2:26]1)[C:8]([C:10]1[CH:15]=[C:14]([C:16]([OH:18])=[O:17])[C:13]([C:19]([OH:21])=[O:20])=[CH:12][C:11]=1[C:22]([OH:24])=[O:23])=[O:9])=O.Cl.[CH3:39][O:40][NH2:41]. The catalyst is N1C=CC=CC=1. The product is [CH3:39][O:40][N:41]=[CH:1][C:3]1[CH:4]=[C:5]([CH:35]=[CH:36][CH:37]=1)[CH2:6][N:7]([C@@H:25]1[C:34]2[C:29](=[CH:30][CH:31]=[CH:32][CH:33]=2)[CH2:28][CH2:27][CH2:26]1)[C:8]([C:10]1[CH:15]=[C:14]([C:16]([OH:18])=[O:17])[C:13]([C:19]([OH:21])=[O:20])=[CH:12][C:11]=1[C:22]([OH:24])=[O:23])=[O:9]. The yield is 0.310. (6) The reactants are Br[C:2]1[CH:3]=[C:4]([C:15]([NH:17][CH2:18][C:19]2[C:20](=[O:27])[NH:21][C:22]([CH3:26])=[CH:23][C:24]=2[CH3:25])=[O:16])[C:5]2[C:6]([CH3:14])=[N:7][N:8]([CH:11]([CH3:13])[CH3:12])[C:9]=2[CH:10]=1.[F:28][C:29]1[CH:34]=[CH:33][C:32](B(O)O)=[CH:31][CH:30]=1.C(=O)(O)[O-].[Na+]. The catalyst is O1CCOCC1.O.C1C=CC(P(C2C=CC=CC=2)[C-]2C=CC=C2)=CC=1.C1C=CC(P(C2C=CC=CC=2)[C-]2C=CC=C2)=CC=1.Cl[Pd]Cl.[Fe+2].C(Cl)Cl. The product is [CH3:25][C:24]1[CH:23]=[C:22]([CH3:26])[NH:21][C:20](=[O:27])[C:19]=1[CH2:18][NH:17][C:15]([C:4]1[C:5]2[C:6]([CH3:14])=[N:7][N:8]([CH:11]([CH3:13])[CH3:12])[C:9]=2[CH:10]=[C:2]([C:32]2[CH:33]=[CH:34][C:29]([F:28])=[CH:30][CH:31]=2)[CH:3]=1)=[O:16]. The yield is 0.770. (7) The product is [CH3:1][C:2]1[N:3]([C:29]2[CH:34]=[CH:33][CH:32]=[CH:31][CH:30]=2)[C:4](=[O:28])[C:5]([CH2:13][C:14]2[CH:15]=[CH:16][C:17]([C:20]3[CH:25]=[CH:24][CH:23]=[CH:22][C:21]=3[C:26]3[NH:40][C:51](=[O:53])[O:54][N:27]=3)=[CH:18][CH:19]=2)=[C:6]([CH2:8][CH2:9][CH2:10][CH2:11][CH3:12])[N:7]=1. The yield is 0.490. The catalyst is C(Cl)Cl.C([O-])(=O)C.[Cu+2].C([O-])(=O)C. The reactants are [CH3:1][C:2]1[NH:3][C:4](=[O:28])[C:5]([CH2:13][C:14]2[CH:19]=[CH:18][C:17]([C:20]3[C:21]([C:26]#[N:27])=[CH:22][CH:23]=[CH:24][CH:25]=3)=[CH:16][CH:15]=2)=[C:6]([CH2:8][CH2:9][CH2:10][CH2:11][CH3:12])[N:7]=1.[C:29]1(B(O)O)[CH:34]=[CH:33][CH:32]=[CH:31][CH:30]=1.C([N:40](CC)CC)C.N1C=CC=CC=1.[C:51]([O:54]CC)(=[O:53])C. (8) The reactants are [Cl:1][C:2]1[CH:11]=[C:10]2[C:5]([C:6]([OH:12])=[CH:7][CH:8]=[N:9]2)=[CH:4][C:3]=1[I:13].C1C(=O)N([Br:21])C(=O)C1. The catalyst is C(O)(=O)C. The product is [Br:21][C:7]1[CH:8]=[N:9][C:10]2[C:5]([C:6]=1[OH:12])=[CH:4][C:3]([I:13])=[C:2]([Cl:1])[CH:11]=2. The yield is 0.881. (9) The reactants are FC(F)(F)C(O)=O.C(OC([N:15]1[CH2:20][CH2:19][CH:18]([C:21](=[O:38])[NH:22][C:23]2[CH:28]=[CH:27][CH:26]=[CH:25][C:24]=2[O:29][C:30]2[CH:35]=[CH:34][C:33]([Cl:36])=[CH:32][C:31]=2[Cl:37])[CH2:17][CH2:16]1)=O)(C)(C)C.C([O-])([O-])=O.[K+].[K+].O. The catalyst is C(Cl)Cl. The product is [Cl:37][C:31]1[CH:32]=[C:33]([Cl:36])[CH:34]=[CH:35][C:30]=1[O:29][C:24]1[CH:25]=[CH:26][CH:27]=[CH:28][C:23]=1[NH:22][C:21]([CH:18]1[CH2:19][CH2:20][NH:15][CH2:16][CH2:17]1)=[O:38]. The yield is 0.900.